From a dataset of Buchwald-Hartwig C-N cross coupling reaction yields with 55,370 reactions. Predict the reaction yield, written as a fraction of the theoretical maximum amount of product (1.0 means a 100% yield; for example, 0.34 means a 34% yield). (1) The reactants are COc1ccc(Br)cc1.Cc1ccc(N)cc1.O=S(=O)(O[Pd]1c2ccccc2-c2ccccc2N~1)C(F)(F)F.COc1ccc(OC)c(P(C(C)(C)C)C(C)(C)C)c1-c1c(C(C)C)cc(C(C)C)cc1C(C)C.CN1CCCN2CCCN=C12.c1ccc2nocc2c1. No catalyst specified. The product is COc1ccc(Nc2ccc(C)cc2)cc1. The yield is 0.0728. (2) The yield is 0.00596. No catalyst specified. The product is CCc1ccc(Nc2ccc(C)cc2)cc1. The reactants are CCc1ccc(Cl)cc1.Cc1ccc(N)cc1.O=S(=O)(O[Pd]1c2ccccc2-c2ccccc2N~1)C(F)(F)F.CC(C)c1cc(C(C)C)c(-c2ccccc2P(C(C)(C)C)C(C)(C)C)c(C(C)C)c1.CN(C)C(=NC(C)(C)C)N(C)C.CCOC(=O)c1cc(C)no1. (3) The reactants are COc1ccc(Cl)cc1.Cc1ccc(N)cc1.O=S(=O)(O[Pd]1c2ccccc2-c2ccccc2N~1)C(F)(F)F.COc1ccc(OC)c(P(C(C)(C)C)C(C)(C)C)c1-c1c(C(C)C)cc(C(C)C)cc1C(C)C.CN1CCCN2CCCN=C12.COC(=O)c1cc(-c2ccco2)on1. No catalyst specified. The product is COc1ccc(Nc2ccc(C)cc2)cc1. The yield is 0. (4) The yield is 0.816. The reactants are Ic1cccnc1.Cc1ccc(N)cc1.O=S(=O)(O[Pd]1c2ccccc2-c2ccccc2N~1)C(F)(F)F.CC(C)c1cc(C(C)C)c(-c2ccccc2P(C(C)(C)C)C(C)(C)C)c(C(C)C)c1.CN1CCCN2CCCN=C12.c1ccc(CN(Cc2ccccc2)c2ccon2)cc1. The product is Cc1ccc(Nc2cccnc2)cc1. No catalyst specified. (5) The reactants are CCc1ccc(Br)cc1.Cc1ccc(N)cc1.O=S(=O)(O[Pd]1c2ccccc2-c2ccccc2N~1)C(F)(F)F.CC(C)c1cc(C(C)C)c(-c2ccccc2P(C2CCCCC2)C2CCCCC2)c(C(C)C)c1.CN(C)C(=NC(C)(C)C)N(C)C.c1ccc(CN(Cc2ccccc2)c2ccno2)cc1. No catalyst specified. The product is CCc1ccc(Nc2ccc(C)cc2)cc1. The yield is 0.0575. (6) The reactants are FC(F)(F)c1ccc(I)cc1.Cc1ccc(N)cc1.O=S(=O)(O[Pd]1c2ccccc2-c2ccccc2N~1)C(F)(F)F.COc1ccc(OC)c(P(C(C)(C)C)C(C)(C)C)c1-c1c(C(C)C)cc(C(C)C)cc1C(C)C.CCN=P(N=P(N(C)C)(N(C)C)N(C)C)(N(C)C)N(C)C.COC(=O)c1ccno1. No catalyst specified. The product is Cc1ccc(Nc2ccc(C(F)(F)F)cc2)cc1. The yield is 0.108. (7) The reactants are FC(F)(F)c1ccc(I)cc1.Cc1ccc(N)cc1.O=S(=O)(O[Pd]1c2ccccc2-c2ccccc2N~1)C(F)(F)F.COc1ccc(OC)c(P(C(C)(C)C)C(C)(C)C)c1-c1c(C(C)C)cc(C(C)C)cc1C(C)C.CN(C)C(=NC(C)(C)C)N(C)C.c1ccc2oncc2c1. No catalyst specified. The product is Cc1ccc(Nc2ccc(C(F)(F)F)cc2)cc1. The yield is 0.330. (8) No catalyst specified. The yield is 0.0646. The product is Cc1ccc(Nc2cccnc2)cc1. The reactants are Clc1cccnc1.Cc1ccc(N)cc1.O=S(=O)(O[Pd]1c2ccccc2-c2ccccc2N~1)C(F)(F)F.COc1ccc(OC)c(P(C(C)(C)C)C(C)(C)C)c1-c1c(C(C)C)cc(C(C)C)cc1C(C)C.CN1CCCN2CCCN=C12.Cc1cc(-c2ccccc2)on1. (9) The reactants are FC(F)(F)c1ccc(Br)cc1.Cc1ccc(N)cc1.O=S(=O)(O[Pd]1c2ccccc2-c2ccccc2N~1)C(F)(F)F.CC(C)c1cc(C(C)C)c(-c2ccccc2P(C2CCCCC2)C2CCCCC2)c(C(C)C)c1.CCN=P(N=P(N(C)C)(N(C)C)N(C)C)(N(C)C)N(C)C.CCOC(=O)c1cnoc1C. No catalyst specified. The product is Cc1ccc(Nc2ccc(C(F)(F)F)cc2)cc1. The yield is 0.150.